This data is from TCR-epitope binding with 47,182 pairs between 192 epitopes and 23,139 TCRs. The task is: Binary Classification. Given a T-cell receptor sequence (or CDR3 region) and an epitope sequence, predict whether binding occurs between them. (1) The epitope is FLASKIGRLV. The TCR CDR3 sequence is CASSPKIAFEQFF. Result: 0 (the TCR does not bind to the epitope). (2) The epitope is NLDSKVGGNY. The TCR CDR3 sequence is CSALTPALAGGVPETQYF. Result: 0 (the TCR does not bind to the epitope). (3) The epitope is PKYVKQNTLKLAT. The TCR CDR3 sequence is CASSLTGWQYF. Result: 1 (the TCR binds to the epitope). (4) The epitope is LLFNKVTLA. The TCR CDR3 sequence is CASSIGGNTEAFF. Result: 0 (the TCR does not bind to the epitope). (5) The epitope is NLWNTFTRL. The TCR CDR3 sequence is CASSSTGLAAYEQYF. Result: 1 (the TCR binds to the epitope). (6) The epitope is RIFTIGTVTLK. The TCR CDR3 sequence is CASSPSRDSYNSPLHF. Result: 0 (the TCR does not bind to the epitope).